From a dataset of Reaction yield outcomes from USPTO patents with 853,638 reactions. Predict the reaction yield, written as a fraction of the theoretical maximum amount of product (1.0 means a 100% yield; for example, 0.34 means a 34% yield). (1) The reactants are [N:1]([C:4]1[CH:11]=[CH:10][C:7]([C:8]#[N:9])=[C:6]([CH3:12])[N:5]=1)=[C:2]=S.C(N(CC)CC)C.Cl.Cl.[NH2:22][CH2:23][C:24]1([OH:32])[CH:29]2[CH2:30][CH2:31][N:26]([CH2:27][CH2:28]2)[CH2:25]1.C(N=C=NC(C)C)(C)C. The catalyst is CN(C)C=O. The product is [N:26]12[CH2:31][CH2:30][CH:29]([CH2:28][CH2:27]1)[C@@:24]1([O:32][C:2]([NH:1][C:4]3[CH:11]=[CH:10][C:7]([C:8]#[N:9])=[C:6]([CH3:12])[N:5]=3)=[N:22][CH2:23]1)[CH2:25]2. The yield is 0.210. (2) The reactants are [F:1][C:2]1[CH:3]=[CH:4][C:5]([O:10][C:11]2[CH:12]=[C:13]3[C:17](=[CH:18][CH:19]=2)[NH:16][N:15]=[CH:14]3)=[C:6]([CH:9]=1)[C:7]#[N:8].Cl[CH2:21][C:22]([N:24]([CH3:26])[CH3:25])=[O:23].C([O-])([O-])=O.[K+].[K+]. The catalyst is CN(C=O)C.[I-].C([N+](CCCC)(CCCC)CCCC)CCC. The product is [C:7]([C:6]1[CH:9]=[C:2]([F:1])[CH:3]=[CH:4][C:5]=1[O:10][C:11]1[CH:12]=[C:13]2[C:17](=[CH:18][CH:19]=1)[N:16]([CH2:21][C:22]([N:24]([CH3:26])[CH3:25])=[O:23])[N:15]=[CH:14]2)#[N:8]. The yield is 0.120. (3) The catalyst is C1COCC1. The yield is 0.860. The product is [C:28]1([C:15]([C:16]2[CH:21]=[CH:20][CH:19]=[CH:18][CH:17]=2)([C:22]2[CH:23]=[CH:24][CH:25]=[CH:26][CH:27]=2)[N:11]2[C:10]3[CH2:9][CH2:8][CH2:7][CH2:6][CH:5]([CH2:3][OH:2])[C:14]=3[N:13]=[CH:12]2)[CH:33]=[CH:32][CH:31]=[CH:30][CH:29]=1. The reactants are C[O:2][C:3]([CH:5]1[C:14]2[N:13]=[CH:12][N:11]([C:15]([C:28]3[CH:33]=[CH:32][CH:31]=[CH:30][CH:29]=3)([C:22]3[CH:27]=[CH:26][CH:25]=[CH:24][CH:23]=3)[C:16]3[CH:21]=[CH:20][CH:19]=[CH:18][CH:17]=3)[C:10]=2[CH2:9][CH2:8][CH2:7][CH2:6]1)=O.[H-].[Al+3].[Li+].[H-].[H-].[H-].O.[OH-].[Na+].